Dataset: Catalyst prediction with 721,799 reactions and 888 catalyst types from USPTO. Task: Predict which catalyst facilitates the given reaction. Reactant: [F:1][C:2]1[CH:23]=[CH:22][CH:21]=[C:20]([F:24])[C:3]=1[CH2:4][O:5][C:6]1[C:7]2[N:8]([C:13]([C:17](O)=[O:18])=[C:14]([CH3:16])[N:15]=2)[CH:9]=[C:10]([CH3:12])[CH:11]=1.CN(C(ON1N=NC2C=CC=NC1=2)=[N+](C)C)C.F[P-](F)(F)(F)(F)F.C(N(CC)C(C)C)(C)C.[NH2:58][CH:59]1[CH2:62][CH2:61][CH:60]1[NH:63][C:64](=[O:70])[O:65][C:66]([CH3:69])([CH3:68])[CH3:67]. Product: [F:1][C:2]1[CH:23]=[CH:22][CH:21]=[C:20]([F:24])[C:3]=1[CH2:4][O:5][C:6]1[C:7]2[N:8]([C:13]([C:17]([NH:58][CH:59]3[CH2:62][CH2:61][CH:60]3[NH:63][C:64](=[O:70])[O:65][C:66]([CH3:68])([CH3:67])[CH3:69])=[O:18])=[C:14]([CH3:16])[N:15]=2)[CH:9]=[C:10]([CH3:12])[CH:11]=1. The catalyst class is: 18.